From a dataset of Catalyst prediction with 721,799 reactions and 888 catalyst types from USPTO. Predict which catalyst facilitates the given reaction. Reactant: C(OC([NH:8][C@H:9]([C:19]([NH:21][C@H:22]([C:24]([O:26][CH2:27][CH2:28][O:29][C:30]1[CH:35]=[CH:34][C:33]([C:36]2[C:41]([C:42]#[N:43])=[C:40]([N:44]3[CH2:48][CH2:47][CH2:46][CH2:45]3)[N:39]=[C:38]([S:49][CH2:50][C:51]3[N:52]=[C:53]([C:56]4[CH:61]=[CH:60][C:59]([Cl:62])=[CH:58][CH:57]=4)[S:54][CH:55]=3)[C:37]=2[C:63]#[N:64])=[CH:32][CH:31]=1)=[O:25])[CH3:23])=[O:20])[CH2:10][NH:11]C(OC(C)(C)C)=O)=O)(C)(C)C.Cl.[F:66][C:67]([F:72])([F:71])[C:68]([OH:70])=[O:69]. Product: [F:66][C:67]([F:72])([F:71])[C:68]([OH:70])=[O:69].[F:66][C:67]([F:72])([F:71])[C:68]([OH:70])=[O:69].[NH2:11][CH2:10][C@@H:9]([C:19]([NH:21][C@H:22]([C:24]([O:26][CH2:27][CH2:28][O:29][C:30]1[CH:31]=[CH:32][C:33]([C:36]2[C:41]([C:42]#[N:43])=[C:40]([N:44]3[CH2:48][CH2:47][CH2:46][CH2:45]3)[N:39]=[C:38]([S:49][CH2:50][C:51]3[N:52]=[C:53]([C:56]4[CH:57]=[CH:58][C:59]([Cl:62])=[CH:60][CH:61]=4)[S:54][CH:55]=3)[C:37]=2[C:63]#[N:64])=[CH:34][CH:35]=1)=[O:25])[CH3:23])=[O:20])[NH2:8]. The catalyst class is: 268.